Dataset: Full USPTO retrosynthesis dataset with 1.9M reactions from patents (1976-2016). Task: Predict the reactants needed to synthesize the given product. (1) The reactants are: [F:1][C:2]1[CH:3]=[C:4]([CH:17]=[CH:18][CH:19]=1)[CH2:5][O:6][C:7]1[CH:16]=[CH:15][C:10]([C:11]([O:13]C)=[O:12])=[CH:9][CH:8]=1.CO.[OH-].[Na+]. Given the product [F:1][C:2]1[CH:3]=[C:4]([CH:17]=[CH:18][CH:19]=1)[CH2:5][O:6][C:7]1[CH:16]=[CH:15][C:10]([C:11]([OH:13])=[O:12])=[CH:9][CH:8]=1, predict the reactants needed to synthesize it. (2) The reactants are: Br[CH2:2][CH2:3][CH2:4][CH2:5][CH2:6][CH2:7]Br.[S:9]([O-:12])([O-:11])=[O:10].[Na+].[Na+]. Given the product [CH2:2]([S:9]([OH:12])(=[O:11])=[O:10])[CH2:3][CH2:4][CH2:5][CH2:6][CH2:7][S:9]([OH:12])(=[O:11])=[O:10], predict the reactants needed to synthesize it. (3) Given the product [F:50][C:51]1[CH:56]=[CH:55][CH:54]=[C:53]([F:57])[C:52]=1[CH:58]([NH:60][C:32](=[O:34])[C:31](=[CH:35][C:36]1[CH:41]=[CH:40][C:39]([N:42]2[CH:46]=[C:45]([CH3:47])[N:44]=[CH:43]2)=[C:38]([O:48][CH3:49])[CH:37]=1)[CH2:30][CH2:29][CH2:28][Cl:27])[CH3:59], predict the reactants needed to synthesize it. The reactants are: C(N(C(C)C)CC)(C)C.C1C=CC2N(O)N=NC=2C=1.FC(F)(F)C(O)=O.[Cl:27][CH2:28][CH2:29][CH2:30][C:31](=[CH:35][C:36]1[CH:41]=[CH:40][C:39]([N:42]2[CH:46]=[C:45]([CH3:47])[N:44]=[CH:43]2)=[C:38]([O:48][CH3:49])[CH:37]=1)[C:32]([OH:34])=O.[F:50][C:51]1[CH:56]=[CH:55][CH:54]=[C:53]([F:57])[C:52]=1[CH:58]([NH2:60])[CH3:59]. (4) Given the product [F:1][C:2]1[CH:29]=[CH:28][C:5]([C:6]([CH:9]2[CH2:14][CH2:13][N:12]([CH:15]([CH3:27])[CH2:16][NH:17][C:18]3[CH:23]=[N:22][N:21]([CH3:24])[C:20](=[O:25])[CH:19]=3)[CH2:11][CH2:10]2)=[O:31])=[C:4]([OH:8])[CH:3]=1, predict the reactants needed to synthesize it. The reactants are: [F:1][C:2]1[CH:29]=[CH:28][C:5]2[C:6]([CH:9]3[CH2:14][CH2:13][N:12]([CH:15]([CH3:27])[CH2:16][NH:17][C:18]4[CH:23]=[N:22][N:21]([CH3:24])[C:20](=[O:25])[C:19]=4Cl)[CH2:11][CH2:10]3)=N[O:8][C:4]=2[CH:3]=1.C[OH:31].[OH-].[Na+].[H][H]. (5) Given the product [CH2:6]([O:5][C:3](=[O:4])[CH:2]([S:20][C:17]1[CH:18]=[CH:19][C:14]([O:13][CH3:12])=[CH:15][CH:16]=1)[CH2:8][CH2:9][CH2:10][CH3:11])[CH3:7], predict the reactants needed to synthesize it. The reactants are: Br[CH:2]([CH2:8][CH2:9][CH2:10][CH3:11])[C:3]([O:5][CH2:6][CH3:7])=[O:4].[CH3:12][O:13][C:14]1[CH:19]=[CH:18][C:17]([SH:20])=[CH:16][CH:15]=1. (6) Given the product [Cl:10][C:11]1[N:12]=[CH:13][N:14]=[C:15]([NH:1][C@H:2]2[CH2:6][C@H:5]([OH:7])[C@@H:4]([CH2:8][OH:9])[CH2:3]2)[CH:16]=1, predict the reactants needed to synthesize it. The reactants are: [NH2:1][C@H:2]1[CH2:6][C@H:5]([OH:7])[C@@H:4]([CH2:8][OH:9])[CH2:3]1.[Cl:10][C:11]1[CH:16]=[C:15](Cl)[N:14]=[CH:13][N:12]=1.CCN(CC)CC. (7) Given the product [Br:12][C:13]1[CH:14]=[CH:15][C:16]([O:1][C:2]2[CH:3]=[C:4]([CH2:8][C:9]([OH:11])=[O:10])[CH:5]=[CH:6][CH:7]=2)=[C:17]([CH:18]=[O:19])[CH:20]=1, predict the reactants needed to synthesize it. The reactants are: [OH:1][C:2]1[CH:3]=[C:4]([CH2:8][C:9]([OH:11])=[O:10])[CH:5]=[CH:6][CH:7]=1.[Br:12][C:13]1[CH:14]=[CH:15][C:16](F)=[C:17]([CH:20]=1)[CH:18]=[O:19].[H-].[Na+]. (8) Given the product [C:3]1([CH2:9][N:10]2[CH2:15][CH2:14][N:13]([CH2:16][C:17]3[CH:18]=[CH:19][CH:20]=[CH:21][CH:22]=3)[CH2:12][CH:11]2[C:23]([O:25][CH2:26][CH3:27])=[O:24])[CH:4]=[CH:5][CH:6]=[CH:7][CH:8]=1, predict the reactants needed to synthesize it. The reactants are: Cl.Cl.[C:3]1([CH2:9][N:10]2[CH2:15][CH2:14][N:13]([CH2:16][C:17]3[CH:22]=[CH:21][CH:20]=[CH:19][CH:18]=3)[CH2:12][CH:11]2[C:23]([O:25][CH2:26][CH3:27])=[O:24])[CH:8]=[CH:7][CH:6]=[CH:5][CH:4]=1.C(=O)([O-])O.[Na+]. (9) Given the product [C:10]([O:14][C:15]([N:17]1[CH2:22][CH2:21][N:20]([C:2]2[C:7]([CH3:8])=[CH:6][C:5]([Br:9])=[CH:4][N:3]=2)[CH2:19][CH2:18]1)=[O:16])([CH3:13])([CH3:11])[CH3:12], predict the reactants needed to synthesize it. The reactants are: Br[C:2]1[C:7]([CH3:8])=[CH:6][C:5]([Br:9])=[CH:4][N:3]=1.[C:10]([O:14][C:15]([N:17]1[CH2:22][CH2:21][NH:20][CH2:19][CH2:18]1)=[O:16])([CH3:13])([CH3:12])[CH3:11].CCN(C(C)C)C(C)C. (10) Given the product [ClH:1].[Br:16][C:14]1[CH:13]=[CH:12][C:11]([S:17]([CH2:20][CH3:21])(=[O:19])=[O:18])=[C:10]([CH2:9][NH2:8])[CH:15]=1, predict the reactants needed to synthesize it. The reactants are: [ClH:1].C(OC(=O)[NH:8][CH2:9][C:10]1[CH:15]=[C:14]([Br:16])[CH:13]=[CH:12][C:11]=1[S:17]([CH2:20][CH3:21])(=[O:19])=[O:18])(C)(C)C.